This data is from Full USPTO retrosynthesis dataset with 1.9M reactions from patents (1976-2016). The task is: Predict the reactants needed to synthesize the given product. (1) Given the product [CH2:48]([O:50][CH:51]([O:54][CH2:55][CH3:56])[CH2:52][NH:53][C:32]([C:3]1[CH:4]=[CH:5][C:6]2[N:7]([C:15]3[CH:20]=[N:19][C:18]([NH:21][C:22](=[O:31])[C:23]4[C:28]([F:29])=[CH:27][CH:26]=[CH:25][C:24]=4[F:30])=[CH:17][N:16]=3)[C:8]([C:11]([F:14])([F:13])[F:12])=[N:9][C:10]=2[CH:2]=1)=[O:33])[CH3:49], predict the reactants needed to synthesize it. The reactants are: C[C:2]1[C:10]2[N:9]=[C:8]([C:11]([F:14])([F:13])[F:12])[N:7]([C:15]3[CH:20]=[N:19][C:18]([NH:21][C:22](=[O:31])[C:23]4[C:28]([F:29])=[CH:27][CH:26]=[CH:25][C:24]=4[F:30])=[CH:17][N:16]=3)[C:6]=2[CH:5]=[CH:4][C:3]=1[C:32](O)=[O:33].C(Cl)(=O)C(Cl)=O.CCN(CC)CC.[CH2:48]([O:50][CH:51]([O:54][CH2:55][CH3:56])[CH2:52][NH2:53])[CH3:49]. (2) Given the product [Br:1][C:2]1[CH:7]=[CH:6][CH:5]=[C:4]([N:8]2[CH2:17][CH2:16][C:15]3[C:10](=[CH:11][CH:12]=[C:13]([C:18]([OH:21])([CH3:19])[CH3:20])[CH:14]=3)[C:9]2=[O:22])[C:3]=1[CH2:23][O:24][C:25](=[O:27])[CH3:26], predict the reactants needed to synthesize it. The reactants are: [Br:1][C:2]1[C:3]([CH2:23][OH:24])=[C:4]([N:8]2[CH2:17][CH2:16][C:15]3[C:10](=[CH:11][CH:12]=[C:13]([C:18]([OH:21])([CH3:20])[CH3:19])[CH:14]=3)[C:9]2=[O:22])[CH:5]=[CH:6][CH:7]=1.[C:25](OC(=O)C)(=[O:27])[CH3:26]. (3) Given the product [O:3]1[C:8]2=[CH:9][CH:10]=[CH:11][C:7]2=[CH:6][C:5]([CH:12]2[CH2:17][CH2:16][CH2:15][CH2:14][N:13]2[CH2:18][CH2:19][C@H:20]2[CH2:21][CH2:22][C@H:23]([NH:26][C:32](=[O:33])[CH2:31][S:28]([CH3:27])(=[O:30])=[O:29])[CH2:24][CH2:25]2)=[CH:4]1, predict the reactants needed to synthesize it. The reactants are: Cl.Cl.[O:3]1[C:8]2=[CH:9][CH:10]=[CH:11][C:7]2=[CH:6][C:5]([CH:12]2[CH2:17][CH2:16][CH2:15][CH2:14][N:13]2[CH2:18][CH2:19][C@H:20]2[CH2:25][CH2:24][C@H:23]([NH2:26])[CH2:22][CH2:21]2)=[CH:4]1.[CH3:27][S:28]([CH2:31][C:32](O)=[O:33])(=[O:30])=[O:29]. (4) The reactants are: [C:1]([C:3]1[C:8]([O:9][CH3:10])=[CH:7][C:6]([C:11]2[N:16]=[C:15]([NH:17][CH3:18])[N:14]=[C:13]([N:19]3[C@H:24]([CH3:25])[CH2:23][CH2:22][C@H:21]([C:26]([NH:28][CH2:29][C:30]4[CH:35]=[CH:34][CH:33]=[CH:32][CH:31]=4)=[O:27])[CH2:20]3)[CH:12]=2)=[CH:5][C:4]=1F)#[N:2].[NH2:37][NH2:38]. Given the product [NH2:2][C:1]1[C:3]2[C:4](=[CH:5][C:6]([C:11]3[N:16]=[C:15]([NH:17][CH3:18])[N:14]=[C:13]([N:19]4[C@H:24]([CH3:25])[CH2:23][CH2:22][C@H:21]([C:26]([NH:28][CH2:29][C:30]5[CH:35]=[CH:34][CH:33]=[CH:32][CH:31]=5)=[O:27])[CH2:20]4)[CH:12]=3)=[CH:7][C:8]=2[O:9][CH3:10])[NH:38][N:37]=1, predict the reactants needed to synthesize it. (5) Given the product [CH:1]1([C:4]2[NH:8][C:7]3[C:9]([C:15]([NH:17][CH2:18][CH2:19][C:20]4[CH:21]=[CH:22][C:23]([F:26])=[CH:24][CH:25]=4)=[O:16])=[CH:10][CH:11]=[C:12]([OH:13])[C:6]=3[N:5]=2)[CH2:3][CH2:2]1, predict the reactants needed to synthesize it. The reactants are: [CH:1]1([C:4]2[NH:8][C:7]3[C:9]([C:15]([NH:17][CH2:18][CH2:19][C:20]4[CH:25]=[CH:24][C:23]([F:26])=[CH:22][CH:21]=4)=[O:16])=[CH:10][CH:11]=[C:12]([O:13]C)[C:6]=3[N:5]=2)[CH2:3][CH2:2]1.B(Br)(Br)Br. (6) Given the product [Br:1][C:2]1[CH:6]=[N:5][N:4]([CH3:7])[C:3]=1[C:8]1[CH:9]=[C:10]([NH:16][C:25]([NH:24][C:20]2[CH:21]=[CH:22][CH:23]=[C:18]([Cl:17])[CH:19]=2)=[O:26])[CH:11]=[CH:12][C:13]=1[O:14][CH3:15], predict the reactants needed to synthesize it. The reactants are: [Br:1][C:2]1[CH:6]=[N:5][N:4]([CH3:7])[C:3]=1[C:8]1[CH:9]=[C:10]([NH2:16])[CH:11]=[CH:12][C:13]=1[O:14][CH3:15].[Cl:17][C:18]1[CH:19]=[C:20]([N:24]=[C:25]=[O:26])[CH:21]=[CH:22][CH:23]=1. (7) The reactants are: [CH2:1](Br)[C:2]#[CH:3].C1(C)C=CC=CC=1.[OH:12][C:13]1[CH:33]=[CH:32][C:16]([CH2:17][NH:18][NH:19][C:20](=[O:31])[CH:21]([OH:30])[C:22]2[CH:27]=[CH:26][C:25]([O:28][CH3:29])=[CH:24][CH:23]=2)=[CH:15][C:14]=1[O:34][CH3:35].[OH-].[Na+]. Given the product [CH3:35][O:34][C:14]1[CH:15]=[C:16]([CH:32]=[CH:33][C:13]=1[O:12][CH2:3][C:2]#[CH:1])[CH2:17][NH:18][NH:19][C:20](=[O:31])[CH:21]([OH:30])[C:22]1[CH:27]=[CH:26][C:25]([O:28][CH3:29])=[CH:24][CH:23]=1, predict the reactants needed to synthesize it.